Dataset: Forward reaction prediction with 1.9M reactions from USPTO patents (1976-2016). Task: Predict the product of the given reaction. (1) The product is: [Cl:16][C:5]1[C:4]([N+:10]([O-:12])=[O:11])=[C:19]([Cl:21])[C:2]([CH3:1])=[C:7]([CH3:8])[N:6]=1. Given the reactants [CH3:1][C:2]1C(O)=[C:4]([N+:10]([O-:12])=[O:11])[C:5](O)=[N:6][C:7]=1[CH3:8].P(Cl)(Cl)([Cl:16])=O.[CH2:19]([Cl:21])Cl, predict the reaction product. (2) Given the reactants [N:1]1([CH:7]2[CH2:12][CH2:11][N:10]([C:13]3[O:14][C:15]4[CH:21]=[CH:20][C:19]([C:22]([O:24]C)=[O:23])=[CH:18][C:16]=4[N:17]=3)[CH2:9][CH2:8]2)[CH2:6][CH2:5][CH2:4][CH2:3][CH2:2]1.[OH-].[K+].CO.Cl, predict the reaction product. The product is: [N:1]1([CH:7]2[CH2:8][CH2:9][N:10]([C:13]3[O:14][C:15]4[CH:21]=[CH:20][C:19]([C:22]([OH:24])=[O:23])=[CH:18][C:16]=4[N:17]=3)[CH2:11][CH2:12]2)[CH2:2][CH2:3][CH2:4][CH2:5][CH2:6]1. (3) The product is: [C:20]([C:19]1[CH:22]=[C:15]([C:13]2[O:12][N:11]=[C:10]([C:4]3[CH:5]=[CH:6][C:7]([O:9][CH2:34][CH2:35][CH2:36][CH2:37][C:38]([O:40][CH2:41][CH3:42])=[O:39])=[CH:8][C:3]=3[CH2:1][CH3:2])[N:14]=2)[CH:16]=[CH:17][C:18]=1[O:23][CH:24]([CH3:25])[CH3:26])#[N:21]. Given the reactants [CH2:1]([C:3]1[CH:8]=[C:7]([OH:9])[CH:6]=[CH:5][C:4]=1[C:10]1[N:14]=[C:13]([C:15]2[CH:16]=[CH:17][C:18]([O:23][CH:24]([CH3:26])[CH3:25])=[C:19]([CH:22]=2)[C:20]#[N:21])[O:12][N:11]=1)[CH3:2].C(=O)([O-])[O-].[K+].[K+].Br[CH2:34][CH2:35][CH2:36][CH2:37][C:38]([O:40][CH2:41][CH3:42])=[O:39], predict the reaction product. (4) The product is: [C:1]1([C:7]2[CH:8]=[C:9]([CH2:13][O:14][C:16]3[N:17]=[C:18]([OH:26])[C:19]4[CH:25]=[CH:24][N:23]=[CH:22][C:20]=4[N:21]=3)[CH:10]=[CH:11][CH:12]=2)[CH:2]=[CH:3][CH:4]=[CH:5][CH:6]=1. Given the reactants [C:1]1([C:7]2[CH:8]=[C:9]([CH2:13][OH:14])[CH:10]=[CH:11][CH:12]=2)[CH:6]=[CH:5][CH:4]=[CH:3][CH:2]=1.Cl[C:16]1[N:17]=[C:18]([OH:26])[C:19]2[CH:25]=[CH:24][N:23]=[CH:22][C:20]=2[N:21]=1, predict the reaction product. (5) Given the reactants Cl.O.[NH:3]1[CH2:8][CH2:7][C:6](=[O:9])[CH2:5][CH2:4]1.CCN(C(C)C)C(C)C.[F:19][C:20]1[CH:28]=[CH:27][CH:26]=[C:25]([F:29])[C:21]=1[C:22](Cl)=[O:23], predict the reaction product. The product is: [F:19][C:20]1[CH:28]=[CH:27][CH:26]=[C:25]([F:29])[C:21]=1[C:22]([N:3]1[CH2:8][CH2:7][C:6](=[O:9])[CH2:5][CH2:4]1)=[O:23].